From a dataset of NCI-60 drug combinations with 297,098 pairs across 59 cell lines. Regression. Given two drug SMILES strings and cell line genomic features, predict the synergy score measuring deviation from expected non-interaction effect. (1) Drug 1: CC12CCC(CC1=CCC3C2CCC4(C3CC=C4C5=CN=CC=C5)C)O. Drug 2: CCCS(=O)(=O)NC1=C(C(=C(C=C1)F)C(=O)C2=CNC3=C2C=C(C=N3)C4=CC=C(C=C4)Cl)F. Cell line: UACC-257. Synergy scores: CSS=50.7, Synergy_ZIP=1.46, Synergy_Bliss=1.33, Synergy_Loewe=-14.0, Synergy_HSA=2.32. (2) Drug 1: CN(C)N=NC1=C(NC=N1)C(=O)N. Drug 2: CC1=C2C(C(=O)C3(C(CC4C(C3C(C(C2(C)C)(CC1OC(=O)C(C(C5=CC=CC=C5)NC(=O)C6=CC=CC=C6)O)O)OC(=O)C7=CC=CC=C7)(CO4)OC(=O)C)O)C)OC(=O)C. Cell line: LOX IMVI. Synergy scores: CSS=52.8, Synergy_ZIP=-15.5, Synergy_Bliss=-9.18, Synergy_Loewe=-5.08, Synergy_HSA=-2.19. (3) Drug 1: CCC1(CC2CC(C3=C(CCN(C2)C1)C4=CC=CC=C4N3)(C5=C(C=C6C(=C5)C78CCN9C7C(C=CC9)(C(C(C8N6C)(C(=O)OC)O)OC(=O)C)CC)OC)C(=O)OC)O.OS(=O)(=O)O. Drug 2: CC12CCC3C(C1CCC2OP(=O)(O)O)CCC4=C3C=CC(=C4)OC(=O)N(CCCl)CCCl.[Na+]. Cell line: LOX IMVI. Synergy scores: CSS=-0.253, Synergy_ZIP=3.54, Synergy_Bliss=-3.78, Synergy_Loewe=-5.36, Synergy_HSA=-6.73. (4) Drug 1: CN(C)C1=NC(=NC(=N1)N(C)C)N(C)C. Cell line: HCT116. Synergy scores: CSS=-2.16, Synergy_ZIP=-1.54, Synergy_Bliss=-2.52, Synergy_Loewe=-6.36, Synergy_HSA=-2.80. Drug 2: CC12CCC3C(C1CCC2O)C(CC4=C3C=CC(=C4)O)CCCCCCCCCS(=O)CCCC(C(F)(F)F)(F)F. (5) Drug 1: C1CC(=O)NC(=O)C1N2C(=O)C3=CC=CC=C3C2=O. Drug 2: N.N.Cl[Pt+2]Cl. Cell line: SF-295. Synergy scores: CSS=19.7, Synergy_ZIP=0.654, Synergy_Bliss=3.75, Synergy_Loewe=-23.9, Synergy_HSA=0.284.